Dataset: hERG Central: cardiac toxicity at 1µM, 10µM, and general inhibition. Task: Predict hERG channel inhibition at various concentrations. (1) The compound is CC(=O)c1ccc(S(=O)(=O)N2CCC(c3nc4ccccc4[nH]3)CC2)cc1. Results: hERG_inhib (hERG inhibition (general)): blocker. (2) The molecule is COc1ccc(/C=C(\NC(=O)c2ccc(C)cc2)C(=O)NCCN2CCOCC2)cc1. Results: hERG_inhib (hERG inhibition (general)): blocker. (3) The drug is CC(C)C1CCN(C(=O)C2CCC(=O)N(CCc3ccc(Cl)cc3)C2)CC1. Results: hERG_inhib (hERG inhibition (general)): blocker. (4) The compound is CCOC(=O)c1ccc(NC(=S)N(CCCN2CCN(C)CC2)Cc2cccs2)cc1. Results: hERG_inhib (hERG inhibition (general)): blocker. (5) The molecule is CC(=O)c1c(N2CCN(c3cccc(Cl)c3)CC2)nc(=S)n(-c2ccccc2)c1C. Results: hERG_inhib (hERG inhibition (general)): blocker. (6) The drug is Cc1ccc2c(c1)N(C(=O)CCC(=O)N1CCN(c3ccccn3)CC1)CCO2. Results: hERG_inhib (hERG inhibition (general)): blocker. (7) The drug is Cc1cc(C)cc(OCC(O)CN2CCC(CN3C(=O)c4cccc5cccc(c45)C3=O)CC2)c1.Cl. Results: hERG_inhib (hERG inhibition (general)): blocker. (8) The drug is Cc1noc(C)c1CCC(=O)NC1CCCN(Cc2ccc(CC(C)C)cc2)C1. Results: hERG_inhib (hERG inhibition (general)): blocker. (9) The molecule is COc1ccc2cc(C(=O)NCc3ccccc3CN3CCCC3)ccc2c1. Results: hERG_inhib (hERG inhibition (general)): blocker.